Task: Predict the reactants needed to synthesize the given product.. Dataset: Full USPTO retrosynthesis dataset with 1.9M reactions from patents (1976-2016) (1) Given the product [CH3:1][O:2][C:3]([C:5]1[C:10]([CH2:22][CH:21]=[CH2:20])=[CH:9][C:8]([CH2:12][O:13][C:14]2[CH:19]=[CH:18][CH:17]=[CH:16][CH:15]=2)=[CH:7][N:6]=1)=[O:4], predict the reactants needed to synthesize it. The reactants are: [CH3:1][O:2][C:3]([C:5]1[C:10](Cl)=[CH:9][C:8]([CH2:12][O:13][C:14]2[CH:19]=[CH:18][CH:17]=[CH:16][CH:15]=2)=[CH:7][N:6]=1)=[O:4].[CH2:20]([Sn](CCCC)(CCCC)CCCC)[CH:21]=[CH2:22]. (2) Given the product [CH2:41]([C:37]1[N:36]=[C:35]([NH:34][C:2]2[CH:7]=[C:6]([CH2:8][O:9][C:10]3[C:19]4[C:14](=[CH:15][CH:16]=[CH:17][CH:18]=4)[C:13]([NH:20][C:21](=[O:27])[O:22][C:23]([CH3:24])([CH3:26])[CH3:25])=[CH:12][CH:11]=3)[CH:5]=[CH:4][N:3]=2)[CH:40]=[N:39][CH:38]=1)[CH3:42], predict the reactants needed to synthesize it. The reactants are: Cl[C:2]1[CH:7]=[C:6]([CH2:8][O:9][C:10]2[C:19]3[C:14](=[CH:15][CH:16]=[CH:17][CH:18]=3)[C:13]([NH:20][C:21](=[O:27])[O:22][C:23]([CH3:26])([CH3:25])[CH3:24])=[CH:12][CH:11]=2)[CH:5]=[CH:4][N:3]=1.C(=O)([O-])[O-].[Cs+].[Cs+].[NH2:34][C:35]1[CH:40]=[N:39][CH:38]=[C:37]([CH2:41][CH3:42])[N:36]=1.C1C=CC(P(C2C(C3C(P(C4C=CC=CC=4)C4C=CC=CC=4)=CC=C4C=3C=CC=C4)=C3C(C=CC=C3)=CC=2)C2C=CC=CC=2)=CC=1. (3) Given the product [Cl:8][C:9]1[CH:14]=[CH:13][C:12]([N:15]([CH2:31][CH2:32][N:33]([CH2:36][CH3:37])[CH2:34][CH3:35])[C:16]([N:18]2[CH2:19][CH2:20][N:21]([C:24]3[C:49]4[C@H:56]([CH3:57])[CH2:55][CH2:54][C:50]=4[N:51]=[CH:52][N:53]=3)[CH2:22][CH2:23]2)=[O:17])=[CH:11][CH:10]=1, predict the reactants needed to synthesize it. The reactants are: FC(F)(F)C(O)=O.[Cl:8][C:9]1[CH:14]=[CH:13][C:12]([N:15]([CH2:31][CH2:32][N:33]([CH2:36][CH3:37])[CH2:34][CH3:35])[C:16]([N:18]2[CH2:23][CH2:22][N:21]([C:24](OC(C)(C)C)=O)[CH2:20][CH2:19]2)=[O:17])=[CH:11][CH:10]=1.C(N(CC)C(C)C)(C)C.ClC1[C:49]2[C@H:56]([CH3:57])[CH2:55][CH2:54][C:50]=2[N:51]=[CH:52][N:53]=1. (4) Given the product [O:12]1[CH2:13][CH2:14][N:9]([C:2]2[CH:7]=[CH:6][N:5]=[CH:4][C:3]=2[NH2:8])[CH2:10][CH2:11]1, predict the reactants needed to synthesize it. The reactants are: Cl[C:2]1[CH:7]=[CH:6][N:5]=[CH:4][C:3]=1[NH2:8].[NH:9]1[CH2:14][CH2:13][O:12][CH2:11][CH2:10]1.O.